Dataset: TCR-epitope binding with 47,182 pairs between 192 epitopes and 23,139 TCRs. Task: Binary Classification. Given a T-cell receptor sequence (or CDR3 region) and an epitope sequence, predict whether binding occurs between them. (1) The epitope is KAYNVTQAF. The TCR CDR3 sequence is CASGWGEEAFF. Result: 1 (the TCR binds to the epitope). (2) The epitope is FVDGVPFVV. The TCR CDR3 sequence is CASSHGTQRRNEQFF. Result: 1 (the TCR binds to the epitope). (3) The epitope is KRWIILGLNK. The TCR CDR3 sequence is CASSVLGTSGGAEQFF. Result: 1 (the TCR binds to the epitope). (4) The epitope is RAKFKQLL. The TCR CDR3 sequence is CASSRLGQGAITEAFF. Result: 1 (the TCR binds to the epitope). (5) The epitope is FLNRFTTTL. The TCR CDR3 sequence is CASSLTGWDGNTIYF. Result: 0 (the TCR does not bind to the epitope). (6) The epitope is KLWAQCVQL. The TCR CDR3 sequence is CASSSPDRPSYEQYF. Result: 1 (the TCR binds to the epitope).